This data is from Forward reaction prediction with 1.9M reactions from USPTO patents (1976-2016). The task is: Predict the product of the given reaction. (1) Given the reactants [OH:1][C@@H:2]1[C@H:6]2[N:7](C(OCC3C=CC=CC=3)=O)[CH2:8][C@@H:9]([O:10][S:11]([C:14]3[CH:20]=[CH:19][C:17]([CH3:18])=[CH:16][CH:15]=3)(=[O:13])=[O:12])[C@H:5]2[O:4][CH2:3]1.[H][H], predict the reaction product. The product is: [CH3:18][C:17]1[CH:19]=[CH:20][C:14]([S:11]([O:10][C@@H:9]2[CH2:8][NH:7][C@@H:6]3[C@@H:2]([OH:1])[CH2:3][O:4][C@H:5]23)(=[O:13])=[O:12])=[CH:15][CH:16]=1. (2) Given the reactants C[O:2][C:3](=[O:17])[C:4]1[CH:9]=[CH:8][C:7]([CH:10]2[CH2:15][CH2:14][CH2:13][CH2:12][CH2:11]2)=[C:6]([Cl:16])[CH:5]=1.O.Cl.C(Cl)(Cl)Cl, predict the reaction product. The product is: [Cl:16][C:6]1[CH:5]=[C:4]([CH:9]=[CH:8][C:7]=1[CH:10]1[CH2:11][CH2:12][CH2:13][CH2:14][CH2:15]1)[C:3]([OH:17])=[O:2]. (3) Given the reactants [NH2:1][N:2]1[C:6]([C:7]2[CH:12]=[CH:11][N:10]=[CH:9][CH:8]=2)=[N:5][N:4]=[C:3]1[SH:13].[OH:14][C:15]1[CH:22]=[C:21]([OH:23])[C:20]([OH:24])=[CH:19][C:16]=1[CH:17]=O, predict the reaction product. The product is: [SH:13][C:3]1[N:2]([N:1]=[CH:17][C:16]2[CH:19]=[C:20]([OH:24])[C:21]([OH:23])=[CH:22][C:15]=2[OH:14])[C:6]([C:7]2[CH:8]=[CH:9][N:10]=[CH:11][CH:12]=2)=[N:5][N:4]=1. (4) The product is: [CH3:1][O:2][C:3](=[O:27])[C@@H:4]([N:16]1[CH:20]=[CH:19][CH:18]=[C:17]1[C:21](=[O:26])[CH3:22])[CH2:5][C:6]1[CH:7]=[CH:8][C:9]([O:12][C:13](=[O:15])[CH3:14])=[CH:10][CH:11]=1. Given the reactants [CH3:1][O:2][C:3](=[O:27])[C@@H:4]([N:16]1[CH:20]=[CH:19][CH:18]=[C:17]1[C:21](=[O:26])[C:22](F)(F)F)[CH2:5][C:6]1[CH:11]=[CH:10][C:9]([O:12][C:13](=[O:15])[CH3:14])=[CH:8][CH:7]=1.C(Cl)(=O)C.FC(F)(F)S(O)(=O)=O.[NH4+].[Cl-], predict the reaction product. (5) The product is: [ClH:24].[ClH:24].[NH2:52][C:49]1[C:50]2[C:45](=[CH:44][C:43]([O:53][CH3:54])=[C:42]([CH2:41][N:38]3[CH2:39][CH2:40][C@H:36]([NH2:35])[C:37]3=[O:55])[CH:51]=2)[CH:46]=[CH:47][N:48]=1. Given the reactants C(OC(=O)N[C@H]1CCN(CC2C=C3C(C=CN=C3[Cl:24])=CC=2OC)C1=O)(C)(C)C.C(OC(=O)[NH:35][C@H:36]1[CH2:40][CH2:39][N:38]([CH2:41][C:42]2[CH:51]=[C:50]3[C:45]([CH:46]=[CH:47][N:48]=[C:49]3[NH2:52])=[CH:44][C:43]=2[O:53][CH3:54])[C:37]1=[O:55])(C)(C)C, predict the reaction product. (6) Given the reactants [CH3:1][N:2]([CH3:48])[CH2:3][CH2:4][NH:5][C:6](=[O:47])[NH:7][C@:8]12[CH2:43][CH2:42][C@@H:41]([C:44]([CH3:46])=[CH2:45])[C@@H:9]1[C@@H:10]1[C@@:23]([CH3:26])([CH2:24][CH2:25]2)[C@@:22]2([CH3:27])[C@@H:13]([C@:14]3([CH3:40])[C@@H:19]([CH2:20][CH2:21]2)[C:18]([CH3:29])([CH3:28])[C:17]([C:30]2[CH:39]=[CH:38][C:33]([C:34]([O:36]C)=[O:35])=[CH:32][CH:31]=2)=[CH:16][CH2:15]3)[CH2:12][CH2:11]1.O.[OH-].[Li+].Cl.CO, predict the reaction product. The product is: [CH3:48][N:2]([CH3:1])[CH2:3][CH2:4][NH:5][C:6](=[O:47])[NH:7][C@:8]12[CH2:43][CH2:42][C@@H:41]([C:44]([CH3:46])=[CH2:45])[C@@H:9]1[C@@H:10]1[C@@:23]([CH3:26])([CH2:24][CH2:25]2)[C@@:22]2([CH3:27])[C@@H:13]([C@:14]3([CH3:40])[C@@H:19]([CH2:20][CH2:21]2)[C:18]([CH3:29])([CH3:28])[C:17]([C:30]2[CH:39]=[CH:38][C:33]([C:34]([OH:36])=[O:35])=[CH:32][CH:31]=2)=[CH:16][CH2:15]3)[CH2:12][CH2:11]1. (7) The product is: [Br:5][CH2:6][CH2:7][CH2:8][CH2:9][CH2:10][C:11]([C-:14]1[CH:18]=[CH:17][CH:16]=[CH:15]1)=[O:12].[C-:19]1([C:11](=[O:12])[CH2:10][CH2:9][CH2:8][CH2:7][CH2:6][Br:5])[CH:23]=[CH:22][CH:21]=[CH:20]1.[Fe+2:24]. Given the reactants [Al+3].[Cl-].[Cl-].[Cl-].[Br:5][CH2:6][CH2:7][CH2:8][CH2:9][CH2:10][C:11](Cl)=[O:12].[CH-:14]1[CH:18]=[CH:17][CH:16]=[CH:15]1.[CH-:19]1[CH:23]=[CH:22][CH:21]=[CH:20]1.[Fe+2:24], predict the reaction product. (8) Given the reactants [CH3:1][O:2][C:3]([CH:5]1[CH2:10][CH2:9][CH2:8][CH2:7][CH:6]1N)=[O:4].ClC(OC1C=CC([N+]([O-])=O)=CC=1)=[O:14].C([N:28]([CH:31](C)C)CC)(C)C.[Cl:34][C:35]1[CH:44]=[C:43]2[C:38]([C:39]([N:46]3[CH2:51][CH2:50][NH:49][CH2:48][CH2:47]3)=[CH:40][C:41]([NH2:45])=[N:42]2)=[CH:37][CH:36]=1, predict the reaction product. The product is: [NH2:45][C:41]1[CH:40]=[C:39]([N:46]2[CH2:51][CH2:50][N:49]([C:31]([NH:28][CH:7]3[CH2:8][CH2:9][CH2:10][CH:5]([C:3]([O:2][CH3:1])=[O:4])[CH2:6]3)=[O:14])[CH2:48][CH2:47]2)[C:38]2[C:43](=[CH:44][C:35]([Cl:34])=[CH:36][CH:37]=2)[N:42]=1.